This data is from TCR-epitope binding with 47,182 pairs between 192 epitopes and 23,139 TCRs. The task is: Binary Classification. Given a T-cell receptor sequence (or CDR3 region) and an epitope sequence, predict whether binding occurs between them. (1) The epitope is KLMNIQQKL. The TCR CDR3 sequence is CASSLLEHNNGELFF. Result: 0 (the TCR does not bind to the epitope). (2) Result: 1 (the TCR binds to the epitope). The TCR CDR3 sequence is CASSLAIQAIAGGPNNEQFF. The epitope is LEPLVDLPI. (3) The epitope is GTSGSPIIDK. The TCR CDR3 sequence is CASSGNEQFF. Result: 1 (the TCR binds to the epitope). (4) The epitope is TLDSKTQSL. The TCR CDR3 sequence is CSVPLEGPDGYTF. Result: 0 (the TCR does not bind to the epitope).